Task: Regression/Classification. Given a drug SMILES string, predict its absorption, distribution, metabolism, or excretion properties. Task type varies by dataset: regression for continuous measurements (e.g., permeability, clearance, half-life) or binary classification for categorical outcomes (e.g., BBB penetration, CYP inhibition). Dataset: cyp1a2_veith.. Dataset: CYP1A2 inhibition data for predicting drug metabolism from PubChem BioAssay (1) The compound is O=C(CC(c1ccccc1)c1ccccc1)Nc1ccc2c(c1)OCCO2. The result is 1 (inhibitor). (2) The compound is CN1CC[C@@]2(CCCN(C(=O)Oc3ccccc3)C2)C1. The result is 0 (non-inhibitor). (3) The molecule is C/C(=N\[N+](C)(C)C)c1ccc(C)c(C)c1. The result is 0 (non-inhibitor). (4) The drug is O=C(Nc1ccc(Cl)cc1)OCc1cc(-c2ccccc2)on1. The result is 1 (inhibitor). (5) The drug is Cc1c(C(=O)Nc2ccc(OC(F)(F)F)cc2)sc2nc3n(c(=O)c12)CCC3. The result is 0 (non-inhibitor). (6) The molecule is Cc1cc(C(F)F)n2ncc(C(=O)O)c2n1. The result is 0 (non-inhibitor). (7) The drug is CC(=O)OCC(=O)[C@@H]1CC[C@H]2[C@H]3CC[C@H]4C[C@@H](O)CC[C@]4(C)[C@@H]3C(=O)C[C@]21C. The result is 0 (non-inhibitor). (8) The compound is Cc1ccc(C(C2C(=O)CC(C)(C)CC2=O)C2C(=O)CC(C)(C)CC2=O)s1. The result is 0 (non-inhibitor). (9) The compound is COc1ccc2c(c1OC)CN1CCc3cc4c(cc3[C@H]1C2)OCO4. The result is 1 (inhibitor). (10) The molecule is Cc1nc2cnc(N3CCOCC3)nc2n(C[C@H]2CCCO2)c1=O. The result is 1 (inhibitor).